Predict the reaction yield, written as a fraction of the theoretical maximum amount of product (1.0 means a 100% yield; for example, 0.34 means a 34% yield). From a dataset of Reaction yield outcomes from USPTO patents with 853,638 reactions. (1) The reactants are [C:1]([O:5][C:6]([NH:8][C@@H:9]([CH2:13][C:14]1[CH:23]=[CH:22][C:17]2[O:18][C:19](=[O:21])[O:20][C:16]=2[CH:15]=1)[C:10]([OH:12])=[O:11])=[O:7])([CH3:4])([CH3:3])[CH3:2].[CH3:24][CH:25]([CH3:34])[C:26]([O:28][C@H:29]([CH3:33])[C@H:30](O)[CH3:31])=[O:27].C1(N=C=NC2CCCCC2)CCCCC1. The catalyst is ClCCl.CN(C)C1C=CN=CC=1. The product is [C:1]([O:5][C:6]([NH:8][C@@H:9]([CH2:13][C:14]1[CH:23]=[CH:22][C:17]2[O:18][C:19](=[O:21])[O:20][C:16]=2[CH:15]=1)[C:10]([O:12][C@H:30]([CH3:31])[C@H:29]([O:28][C:26](=[O:27])[CH:25]([CH3:34])[CH3:24])[CH3:33])=[O:11])=[O:7])([CH3:4])([CH3:2])[CH3:3]. The yield is 0.760. (2) The reactants are [C:1]([C:4]1[CH:9]=[CH:8][CH:7]=[CH:6][C:5]=1[S:10][C:11]1[CH:19]=[CH:18][C:14]([C:15]([OH:17])=[O:16])=[CH:13][C:12]=1[N+:20]([O-])=O)([OH:3])=[O:2]. The catalyst is CO.[Pd].O=[Pt]=O. The product is [NH2:20][C:12]1[CH:13]=[C:14]([CH:18]=[CH:19][C:11]=1[S:10][C:5]1[CH:6]=[CH:7][CH:8]=[CH:9][C:4]=1[C:1]([OH:3])=[O:2])[C:15]([OH:17])=[O:16]. The yield is 0.960. (3) The reactants are [CH3:1][O:2][C:3]1[CH:8]=[CH:7][N:6]=[C:5]([NH2:9])[C:4]=1[NH2:10].[CH2:11]([O:18][C:19]1[CH:26]=[CH:25][C:22]([CH:23]=O)=[CH:21][CH:20]=1)[C:12]1[CH:17]=[CH:16][CH:15]=[CH:14][CH:13]=1.C(OI(C1C=CC=CC=1)OC(=O)C)(=O)C. The catalyst is CO. The product is [CH2:11]([O:18][C:19]1[CH:20]=[CH:21][C:22]([C:23]2[NH:9][C:5]3=[N:6][CH:7]=[CH:8][C:3]([O:2][CH3:1])=[C:4]3[N:10]=2)=[CH:25][CH:26]=1)[C:12]1[CH:13]=[CH:14][CH:15]=[CH:16][CH:17]=1. The yield is 0.210. (4) The reactants are Br[C:2]1[N:7]=[C:6]([Cl:8])[C:5]([O:9][CH:10]([F:12])[F:11])=[C:4]([NH2:13])[CH:3]=1.[Cl:14][C:15]1[CH:20]=[CH:19][C:18](B2OCCCO2)=[C:17]([F:27])[C:16]=1[O:28][CH3:29].[F-].[Cs+].O. The catalyst is COCCOC.Cl[Pd](Cl)([P](C1C=CC=CC=1)(C1C=CC=CC=1)C1C=CC=CC=1)[P](C1C=CC=CC=1)(C1C=CC=CC=1)C1C=CC=CC=1. The product is [Cl:8][C:6]1[C:5]([O:9][CH:10]([F:12])[F:11])=[C:4]([NH2:13])[CH:3]=[C:2]([C:18]2[CH:19]=[CH:20][C:15]([Cl:14])=[C:16]([O:28][CH3:29])[C:17]=2[F:27])[N:7]=1. The yield is 0.840. (5) The reactants are [CH3:1][C:2]1[C:3](=[O:14])[O:4][CH2:5][C@@H:6]([C:8]2[CH:13]=[CH:12][CH:11]=[CH:10][CH:9]=2)[N:7]=1. The catalyst is ClCCl.O=[Pt]=O. The product is [CH3:1][C@@H:2]1[NH:7][C@H:6]([C:8]2[CH:13]=[CH:12][CH:11]=[CH:10][CH:9]=2)[CH2:5][O:4][C:3]1=[O:14]. The yield is 0.800.